The task is: Predict the reactants needed to synthesize the given product.. This data is from Full USPTO retrosynthesis dataset with 1.9M reactions from patents (1976-2016). (1) Given the product [CH3:33][N:32]([CH3:36])[S:39]([C:2]1[CH:3]=[C:4]([C:11]([CH3:25])([CH3:24])[CH2:12][C:13]2([C:20]([F:23])([F:22])[F:21])[CH2:17][O:16][C:15]([CH3:19])([CH3:18])[O:14]2)[C:5]2[O:9][CH2:8][CH2:7][C:6]=2[CH:10]=1)(=[O:41])=[O:40], predict the reactants needed to synthesize it. The reactants are: Br[C:2]1[CH:3]=[C:4]([C:11]([CH3:25])([CH3:24])[CH2:12][C:13]2([C:20]([F:23])([F:22])[F:21])[CH2:17][O:16][C:15]([CH3:19])([CH3:18])[O:14]2)[C:5]2[O:9][CH2:8][CH2:7][C:6]=2[CH:10]=1.[Li]CCCC.Cl[N:32]1[C:36](=O)CC[C:33]1=O.[S:39](Cl)(Cl)(=[O:41])=[O:40].CNC. (2) Given the product [F:1][C:2]1[CH:7]=[CH:6][C:5]([C:8]2[CH:13]=[CH:12][C:11]([S:14]([NH2:18])(=[O:16])=[O:15])=[CH:10][CH:9]=2)=[CH:4][CH:3]=1, predict the reactants needed to synthesize it. The reactants are: [F:1][C:2]1[CH:7]=[CH:6][C:5]([C:8]2[CH:13]=[CH:12][C:11]([S:14](Cl)(=[O:16])=[O:15])=[CH:10][CH:9]=2)=[CH:4][CH:3]=1.[NH3:18].O.[Na+].[Cl-]. (3) Given the product [N:40]1([CH2:39][CH2:38][N:26]2[CH:27]=[C:28]([C:30]3[CH:35]=[CH:34][C:33]([F:36])=[C:32]([CH3:37])[CH:31]=3)[N:29]=[C:25]2[CH:22]2[CH2:21][CH2:20][N:19]([C:18]3[N:17]=[CH:16][N:15]=[C:14]([NH2:44])[C:13]=3[C:12]3[NH:8][N:9]=[CH:10][CH:11]=3)[CH2:24][CH2:23]2)[CH2:43][CH2:42][CH2:41]1, predict the reactants needed to synthesize it. The reactants are: C(OC([N:8]1[C:12]([C:13]2[C:14]([NH2:44])=[N:15][CH:16]=[N:17][C:18]=2[N:19]2[CH2:24][CH2:23][CH:22]([C:25]3[N:26]([CH2:38][CH2:39][N:40]4[CH2:43][CH2:42][CH2:41]4)[CH:27]=[C:28]([C:30]4[CH:35]=[CH:34][C:33]([F:36])=[C:32]([CH3:37])[CH:31]=4)[N:29]=3)[CH2:21][CH2:20]2)=[CH:11][CH:10]=[N:9]1)=O)(C)(C)C.FC(F)(F)C(O)=O. (4) Given the product [F:1][C:2]([F:22])([F:21])[O:3][C:4]1[CH:9]=[CH:8][C:7]([C:10]2([NH2:26])[C:15]3=[N:16][CH:17]=[CH:18][CH:19]=[C:14]3[O:13][CH2:12][CH2:11]2)=[CH:6][CH:5]=1, predict the reactants needed to synthesize it. The reactants are: [F:1][C:2]([F:22])([F:21])[O:3][C:4]1[CH:9]=[CH:8][C:7]([C:10]2(O)[C:15]3=[N:16][CH:17]=[CH:18][CH:19]=[C:14]3[O:13][CH2:12][CH2:11]2)=[CH:6][CH:5]=1.ClCC#[N:26].C(O)(=O)C.OS(O)(=O)=O. (5) Given the product [F:33][C:34]1[CH:41]=[C:40]([F:42])[CH:39]=[CH:38][C:35]=1[CH2:36][N:11]([CH2:12][C:13]1[CH:32]=[CH:31][C:16]([O:17][C:18]2[CH:19]=[C:20]([CH:28]=[CH:29][CH:30]=2)[O:21][CH2:22][C:23]([O:25][CH2:26][CH3:27])=[O:24])=[CH:15][CH:14]=1)[C:3]1[CH:4]=[CH:5][CH:6]=[C:7]([N+:8]([O-:10])=[O:9])[C:2]=1[CH3:1], predict the reactants needed to synthesize it. The reactants are: [CH3:1][C:2]1[C:7]([N+:8]([O-:10])=[O:9])=[CH:6][CH:5]=[CH:4][C:3]=1[NH:11][CH2:12][C:13]1[CH:32]=[CH:31][C:16]([O:17][C:18]2[CH:19]=[C:20]([CH:28]=[CH:29][CH:30]=2)[O:21][CH2:22][C:23]([O:25][CH2:26][CH3:27])=[O:24])=[CH:15][CH:14]=1.[F:33][C:34]1[CH:41]=[C:40]([F:42])[CH:39]=[CH:38][C:35]=1[CH2:36]Br. (6) Given the product [NH2:7][CH2:8][C:9]1[CH:14]=[CH:13][C:12]([C:15]2[CH:20]=[CH:19][CH:18]=[C:17]([NH:21][C:22]3[N:23]=[CH:24][N:25]=[C:26]([C:28]#[N:29])[N:27]=3)[CH:16]=2)=[CH:11][CH:10]=1, predict the reactants needed to synthesize it. The reactants are: C(OC(=O)[NH:7][CH2:8][C:9]1[CH:14]=[CH:13][C:12]([C:15]2[CH:20]=[CH:19][CH:18]=[C:17]([NH:21][C:22]3[N:27]=[C:26]([C:28]#[N:29])[N:25]=[CH:24][N:23]=3)[CH:16]=2)=[CH:11][CH:10]=1)(C)(C)C.